This data is from NCI-60 drug combinations with 297,098 pairs across 59 cell lines. The task is: Regression. Given two drug SMILES strings and cell line genomic features, predict the synergy score measuring deviation from expected non-interaction effect. Drug 1: CC1CCC2CC(C(=CC=CC=CC(CC(C(=O)C(C(C(=CC(C(=O)CC(OC(=O)C3CCCCN3C(=O)C(=O)C1(O2)O)C(C)CC4CCC(C(C4)OC)O)C)C)O)OC)C)C)C)OC. Cell line: CAKI-1. Synergy scores: CSS=51.0, Synergy_ZIP=-6.01, Synergy_Bliss=-1.01, Synergy_Loewe=0.779, Synergy_HSA=3.03. Drug 2: CCC1(C2=C(COC1=O)C(=O)N3CC4=CC5=C(C=CC(=C5CN(C)C)O)N=C4C3=C2)O.Cl.